This data is from Catalyst prediction with 721,799 reactions and 888 catalyst types from USPTO. The task is: Predict which catalyst facilitates the given reaction. (1) Reactant: [N+:1]([C:4]1[CH:5]=[C:6]([CH:8]=[CH:9][C:10]=1[N+:11]([O-:13])=[O:12])[NH2:7])([O-:3])=[O:2].[CH3:14][S:15](Cl)(=[O:17])=[O:16].N1C=CC=CC=1. Product: [N+:1]([C:4]1[CH:5]=[C:6]([NH:7][S:15]([CH3:14])(=[O:17])=[O:16])[CH:8]=[CH:9][C:10]=1[N+:11]([O-:13])=[O:12])([O-:3])=[O:2]. The catalyst class is: 2. (2) Reactant: C[O-].[Na+].[F:4][C:5]1[C:6]([O:14][CH3:15])=[C:7]([C:11](=[NH:13])[NH2:12])[CH:8]=[CH:9][CH:10]=1.[C:16]([CH:19]([CH2:24][CH:25]([CH3:27])[CH3:26])[C:20](OC)=[O:21])(=O)[CH3:17]. Product: [F:4][C:5]1[C:6]([O:14][CH3:15])=[C:7]([C:11]2[NH:12][C:16]([CH3:17])=[C:19]([CH2:24][CH:25]([CH3:27])[CH3:26])[C:20](=[O:21])[N:13]=2)[CH:8]=[CH:9][CH:10]=1. The catalyst class is: 71. (3) Product: [OH:1][C:2]1[C:3](=[O:19])[NH:4][C:5](=[O:18])[N:6]([CH2:8][CH2:9][C:10]2[CH:15]=[CH:14][CH:13]=[CH:12][C:11]=2[OH:16])[N:7]=1. Reactant: [OH:1][C:2]1[C:3](=[O:19])[NH:4][C:5](=[O:18])[N:6]([CH2:8][CH2:9][C:10]2[CH:15]=[CH:14][CH:13]=[CH:12][C:11]=2[O:16]C)[N:7]=1.B(Br)(Br)Br.O. The catalyst class is: 4. (4) Reactant: [C:1]([C:4]1[O:5][C:6]2[CH:18]=[CH:17][CH:16]=[CH:15][C:7]=2[C:8]=1[NH:9][C:10](=O)[O:11]CC)(=[O:3])[NH2:2].[OH-].[Na+]. Product: [NH:9]1[C:8]2[C:7]3[CH:15]=[CH:16][CH:17]=[CH:18][C:6]=3[O:5][C:4]=2[C:1](=[O:3])[NH:2][C:10]1=[O:11]. The catalyst class is: 14. (5) Reactant: [Br:1][C:2]1[C:3]([NH:9][CH2:10][CH2:11][C:12]2[CH:17]=[CH:16][CH:15]=[CH:14][CH:13]=2)=[N:4][C:5](Cl)=[N:6][CH:7]=1.O1CCOCC1.C(N(C(C)C)CC)(C)C.[NH2:33][C:34]1[CH:35]=[C:36]2[C:40](=[CH:41][CH:42]=1)[NH:39][C:38](=[O:43])[CH2:37]2. Product: [Br:1][C:2]1[C:3]([NH:9][CH2:10][CH2:11][C:12]2[CH:17]=[CH:16][CH:15]=[CH:14][CH:13]=2)=[N:4][C:5]([NH:33][C:34]2[CH:35]=[C:36]3[C:40](=[CH:41][CH:42]=2)[NH:39][C:38](=[O:43])[CH2:37]3)=[N:6][CH:7]=1. The catalyst class is: 22. (6) Reactant: [F:1][C:2]1[CH:7]=[CH:6][C:5]([C:8]([N:10]2[CH2:15][CH2:14][C:13]([CH2:17][N:18]3[C:23](=[O:24])[C:22]4[CH:25]=[N:26][N:27]([C:28]5[CH:36]=[CH:35][C:31]([C:32]([OH:34])=[O:33])=[CH:30][CH:29]=5)[C:21]=4[N:20]=[CH:19]3)([OH:16])[CH2:12][CH2:11]2)=[O:9])=[CH:4][CH:3]=1.F[C:38]1C=CC(C(N2CCC3(OC3)CC2)=O)=CC=1.O=C1NC=NC2N(C3C=CC(C(O)=O)=CC=3)N=CC1=2.C(=O)([O-])[O-].[Cs+].[Cs+].IC. Product: [CH3:38][O:33][C:32](=[O:34])[C:31]1[CH:30]=[CH:29][C:28]([N:27]2[C:21]3[N:20]=[CH:19][N:18]([CH2:17][C:13]4([OH:16])[CH2:12][CH2:11][N:10]([C:8](=[O:9])[C:5]5[CH:6]=[CH:7][C:2]([F:1])=[CH:3][CH:4]=5)[CH2:15][CH2:14]4)[C:23](=[O:24])[C:22]=3[CH:25]=[N:26]2)=[CH:36][CH:35]=1. The catalyst class is: 9.